From a dataset of Forward reaction prediction with 1.9M reactions from USPTO patents (1976-2016). Predict the product of the given reaction. (1) The product is: [Cl:1][C:2]1[CH:3]=[C:4]([NH:16][C:17]2[C:26]3[C:21](=[CH:22][CH:23]=[CH:24][C:25]=3[O:27][C@H:29]([CH3:34])[C:30]([O:32][CH3:33])=[O:31])[N:20]=[CH:19][N:18]=2)[CH:5]=[CH:6][C:7]=1[O:8][CH2:9][C:10]1[CH:15]=[CH:14][CH:13]=[CH:12][N:11]=1. Given the reactants [Cl:1][C:2]1[CH:3]=[C:4]([NH:16][C:17]2[C:26]3[C:25]([OH:27])=[CH:24][CH:23]=[CH:22][C:21]=3[N:20]=[CH:19][N:18]=2)[CH:5]=[CH:6][C:7]=1[O:8][CH2:9][C:10]1[CH:15]=[CH:14][CH:13]=[CH:12][N:11]=1.O[C@@H:29]([CH3:34])[C:30]([O:32][CH3:33])=[O:31].C1(P(C2C=CC=CC=2)C2C=CC=CC=2)C=CC=CC=1, predict the reaction product. (2) Given the reactants [CH3:1][O:2][C:3]([N:5]1[C:13]2[C:8](=[CH:9][C:10]([C:14](=O)[CH3:15])=[CH:11][CH:12]=2)[CH2:7][CH2:6]1)=[O:4].C(N(CC)CC)C.Cl.[OH-:25].[NH4+:26], predict the reaction product. The product is: [OH:25][N:26]=[C:14]([C:10]1[CH:9]=[C:8]2[C:13](=[CH:12][CH:11]=1)[N:5]([C:3]([O:2][CH3:1])=[O:4])[CH2:6][CH2:7]2)[CH3:15]. (3) Given the reactants [C:1]([O:5][C:6]([N:8]1[CH2:12][CH2:11][CH:10]([C:13]2[CH:21]=[CH:20][C:19]([C:22]([O:24][CH3:25])=[O:23])=[C:18]3[C:14]=2[CH:15]=[C:16](I)[N:17]3[C:26]([O:28][C:29]([CH3:32])([CH3:31])[CH3:30])=[O:27])[CH2:9]1)=[O:7])([CH3:4])([CH3:3])[CH3:2].[Zn](C)[CH3:35], predict the reaction product. The product is: [C:1]([O:5][C:6]([N:8]1[CH2:12][CH2:11][CH:10]([C:13]2[CH:21]=[CH:20][C:19]([C:22]([O:24][CH3:25])=[O:23])=[C:18]3[C:14]=2[CH:15]=[C:16]([CH3:35])[N:17]3[C:26]([O:28][C:29]([CH3:32])([CH3:31])[CH3:30])=[O:27])[CH2:9]1)=[O:7])([CH3:4])([CH3:3])[CH3:2]. (4) Given the reactants [H-].ClCC(=O)CC1SC=CC=1.[Cl:12][CH2:13][CH2:14][CH:15]([C:17]1[S:18][CH:19]=[CH:20][CH:21]=1)[OH:16], predict the reaction product. The product is: [Cl:12][CH2:13][CH2:14][C@@H:15]([C:17]1[S:18][CH:19]=[CH:20][CH:21]=1)[OH:16]. (5) Given the reactants [Br:1][C:2]1[CH:19]=[CH:18][CH:17]=[CH:16][C:3]=1[O:4][CH2:5][C:6]1[CH:15]=[CH:14][C:9]([C:10]([O:12]C)=[O:11])=[CH:8][CH:7]=1.[OH-].[Na+].CO, predict the reaction product. The product is: [Br:1][C:2]1[CH:19]=[CH:18][CH:17]=[CH:16][C:3]=1[O:4][CH2:5][C:6]1[CH:15]=[CH:14][C:9]([C:10]([OH:12])=[O:11])=[CH:8][CH:7]=1. (6) Given the reactants Br[C:2]1[CH:11]=[CH:10][CH:9]=[CH:8][C:3]=1[C:4]([O:6][CH3:7])=[O:5].[C:12]1(B(O)O)[CH:17]=[CH:16][CH:15]=[CH:14][C:13]=1[B:18]([OH:20])[OH:19].C(=O)([O-])[O-].[Na+].[Na+].O, predict the reaction product. The product is: [CH3:7][O:6][C:4]([C:3]1[CH:8]=[CH:9][C:10]([C:16]2[CH:15]=[CH:14][C:13]([B:18]([OH:20])[OH:19])=[CH:12][CH:17]=2)=[CH:11][CH:2]=1)=[O:5].